Dataset: Full USPTO retrosynthesis dataset with 1.9M reactions from patents (1976-2016). Task: Predict the reactants needed to synthesize the given product. Given the product [CH3:33][O:8][C:7](=[O:9])[CH:6]([O:5][C:1]([CH3:4])([CH3:2])[CH3:3])[C:10]1[C:15]([CH3:16])=[CH:14][C:13]([N+:28]([O-:31])=[O:29])=[C:12]([OH:17])[C:11]=1[C:18]1[CH:27]=[C:22]2[C:21](=[CH:20][CH:19]=1)[O:26][CH2:25][CH2:24][CH2:23]2, predict the reactants needed to synthesize it. The reactants are: [C:1]([O:5][CH:6]([C:10]1[C:15]([CH3:16])=[CH:14][CH:13]=[C:12]([OH:17])[C:11]=1[C:18]1[CH:19]=[CH:20][C:21]2[O:26][CH2:25][CH2:24][CH2:23][C:22]=2[CH:27]=1)[C:7]([O-:9])=[O:8])([CH3:4])([CH3:3])[CH3:2].[N+:28]([O-:31])(O)=[O:29].O.[C:33](O)(=O)C.